From a dataset of Full USPTO retrosynthesis dataset with 1.9M reactions from patents (1976-2016). Predict the reactants needed to synthesize the given product. Given the product [CH:33]1([NH:32][C:30]([C:28]2[CH:27]=[CH:26][C:25]([CH3:36])=[C:24]([N:23]3[C:21](=[O:22])[C:3]4[C:2](=[CH:20][CH:19]=[C:5]([O:6][C@H:7]5[CH2:11][CH2:10][N:9]([C:12]([O:14][C:15]([CH3:16])([CH3:17])[CH3:18])=[O:13])[CH2:8]5)[CH:4]=4)[N:1]=[CH:37]3)[CH:29]=2)=[O:31])[CH2:34][CH2:35]1, predict the reactants needed to synthesize it. The reactants are: [NH2:1][C:2]1[CH:20]=[CH:19][C:5]([O:6][C@H:7]2[CH2:11][CH2:10][N:9]([C:12]([O:14][C:15]([CH3:18])([CH3:17])[CH3:16])=[O:13])[CH2:8]2)=[CH:4][C:3]=1[C:21]([NH:23][C:24]1[CH:29]=[C:28]([C:30]([NH:32][CH:33]2[CH2:35][CH2:34]2)=[O:31])[CH:27]=[CH:26][C:25]=1[CH3:36])=[O:22].[CH2:37](OC(OCC)OCC)C.